This data is from Full USPTO retrosynthesis dataset with 1.9M reactions from patents (1976-2016). The task is: Predict the reactants needed to synthesize the given product. (1) Given the product [CH2:1]([C:3]1[CH:11]=[CH:10][C:6]([CH:7]([CH2:12][CH2:13][CH3:14])[C:8]#[N:9])=[CH:5][CH:4]=1)[CH3:2], predict the reactants needed to synthesize it. The reactants are: [CH2:1]([C:3]1[CH:11]=[CH:10][C:6]([CH2:7][C:8]#[N:9])=[CH:5][CH:4]=1)[CH3:2].[CH2:12](O)[CH2:13][CH3:14].[OH-].[K+]. (2) Given the product [CH2:10]([O:9][C:3]1[C:2]([C:16]2[CH:17]=[C:18]([C:21]([F:23])([F:24])[F:22])[CH:19]=[CH:20][C:15]=2[F:14])=[CH:7][C:6]([CH3:8])=[CH:5][N:4]=1)[CH2:11][CH2:12][CH3:13], predict the reactants needed to synthesize it. The reactants are: Br[C:2]1[C:3]([O:9][CH2:10][CH2:11][CH2:12][CH3:13])=[N:4][CH:5]=[C:6]([CH3:8])[CH:7]=1.[F:14][C:15]1[CH:20]=[CH:19][C:18]([C:21]([F:24])([F:23])[F:22])=[CH:17][C:16]=1B(O)O.C(=O)([O-])[O-].[Na+].[Na+]. (3) The reactants are: [F:1][C:2]1[CH:3]=[C:4]([C:9]2([O:14][CH3:15])[CH2:13][CH2:12][NH:11][CH2:10]2)[CH:5]=[CH:6][C:7]=1[F:8].[H-].[Na+].[CH2:18](Br)[C:19]1[CH:24]=[CH:23][CH:22]=[CH:21][CH:20]=1. Given the product [CH2:18]([N:11]1[CH2:12][CH2:13][C:9]([C:4]2[CH:5]=[CH:6][C:7]([F:8])=[C:2]([F:1])[CH:3]=2)([O:14][CH3:15])[CH2:10]1)[C:19]1[CH:24]=[CH:23][CH:22]=[CH:21][CH:20]=1, predict the reactants needed to synthesize it. (4) Given the product [CH2:1]([O:8][CH2:9][CH2:10][O:11][CH2:13][C:14]([O:16][C:17]([CH3:20])([CH3:19])[CH3:18])=[O:15])[C:2]1[CH:7]=[CH:6][CH:5]=[CH:4][CH:3]=1, predict the reactants needed to synthesize it. The reactants are: [CH2:1]([O:8][CH2:9][CH2:10][OH:11])[C:2]1[CH:7]=[CH:6][CH:5]=[CH:4][CH:3]=1.Br[CH2:13][C:14]([O:16][C:17]([CH3:20])([CH3:19])[CH3:18])=[O:15].C(=O)([O-])[O-].[K+].[K+].